This data is from Catalyst prediction with 721,799 reactions and 888 catalyst types from USPTO. The task is: Predict which catalyst facilitates the given reaction. Reactant: Cl[C:2]1[CH:7]=[C:6]([C:8]2[CH:13]=[CH:12][CH:11]=[C:10]([F:14])[C:9]=2[F:15])[N:5]=[C:4]([CH3:16])[N:3]=1.[CH3:17][CH:18]([OH:21])[C:19]#[CH:20].[H-].[Na+].O. Product: [CH3:16][C:4]1[N:5]=[C:6]([C:8]2[CH:13]=[CH:12][CH:11]=[C:10]([F:14])[C:9]=2[F:15])[CH:7]=[C:2]([O:21][CH:18]([CH3:17])[C:19]#[CH:20])[N:3]=1. The catalyst class is: 9.